Dataset: Forward reaction prediction with 1.9M reactions from USPTO patents (1976-2016). Task: Predict the product of the given reaction. (1) Given the reactants [CH2:1]([O:8][C:9]([NH:11][CH2:12][C@@H:13]([C:22]([OH:24])=O)[NH:14][C:15]([O:17][C:18]([CH3:21])([CH3:20])[CH3:19])=[O:16])=[O:10])[C:2]1[CH:7]=[CH:6][CH:5]=[CH:4][CH:3]=1.C1(NC2CCCCC2)CCCCC1.[NH2:38][CH2:39][CH2:40][NH:41][C:42](=[O:48])[O:43][C:44]([CH3:47])([CH3:46])[CH3:45].C(Cl)CCl.C1C=CC2N(O)N=NC=2C=1, predict the reaction product. The product is: [C:18]([O:17][C:15]([NH:14][C@H:13]([C:22]([NH:38][CH2:39][CH2:40][NH:41][C:42]([O:43][C:44]([CH3:47])([CH3:46])[CH3:45])=[O:48])=[O:24])[CH2:12][NH:11][C:9](=[O:10])[O:8][CH2:1][C:2]1[CH:3]=[CH:4][CH:5]=[CH:6][CH:7]=1)=[O:16])([CH3:19])([CH3:20])[CH3:21]. (2) Given the reactants [N:1]1[CH:6]=[CH:5][CH:4]=[CH:3][C:2]=1[NH:7][C:8]([N:10]1[C@@H:16]2[CH2:17][N:13]([CH2:14][CH2:15]2)[C:12]2[CH:18]=[CH:19][C:20]([C:22](O)=[O:23])=[N:21][C:11]1=2)=[O:9].CN(C(ON1N=NC2C=CC=NC1=2)=[N+](C)C)C.F[P-](F)(F)(F)(F)F.CCN(C(C)C)C(C)C.Cl.[F:59][C:60]1([F:65])[CH2:64][CH2:63][NH:62][CH2:61]1, predict the reaction product. The product is: [F:59][C:60]1([F:65])[CH2:64][CH2:63][N:62]([C:22]([C:20]2[CH:19]=[CH:18][C:12]3[N:13]4[CH2:17][C@H:16]([CH2:15][CH2:14]4)[N:10]([C:8]([NH:7][C:2]4[CH:3]=[CH:4][CH:5]=[CH:6][N:1]=4)=[O:9])[C:11]=3[N:21]=2)=[O:23])[CH2:61]1. (3) The product is: [SH:19][C:2]1[CH:9]=[C:8]([C:10]2[C:11]([C:15]([F:18])([F:17])[F:16])=[N:12][NH:13][CH:14]=2)[CH:7]=[CH:6][C:3]=1[C:4]#[N:5]. Given the reactants Cl[C:2]1[CH:9]=[C:8]([C:10]2[C:11]([C:15]([F:18])([F:17])[F:16])=[N:12][NH:13][CH:14]=2)[CH:7]=[CH:6][C:3]=1[C:4]#[N:5].[S-2:19].[Na+].[Na+].O, predict the reaction product. (4) The product is: [ClH:21].[CH:16]([C:18]1[N:13]([CH3:14])[C:12]2[CH:11]=[CH:10][C:4]([C:5]([OH:7])=[O:6])=[CH:3][C:2]=2[N:1]=1)([CH3:17])[CH3:15]. Given the reactants [NH2:1][C:2]1[CH:3]=[C:4]([CH:10]=[CH:11][C:12]=1[NH:13][CH3:14])[C:5]([O:7]CC)=[O:6].[C:15](O)(=O)[CH:16]([CH3:18])[CH3:17].[ClH:21], predict the reaction product. (5) Given the reactants [CH:1]([OH:3])=O.[CH3:4][CH2:5][CH2:6][CH2:7][CH2:8][CH2:9][CH3:10], predict the reaction product. The product is: [CH:1](=[O:3])[CH2:4][CH2:5][CH2:6][CH2:7][CH2:8][CH2:9][CH2:10][CH2:9][CH2:8][CH:7]=[CH:6][CH:5]=[CH2:4]. (6) The product is: [F:16][C:2]1([F:1])[C:10]2=[CH:9][C:8]3[N:11]=[C:18]([C:23]4[CH:28]=[CH:27][N:26]=[CH:25][CH:24]=4)[N:12]([CH3:13])[C:7]=3[CH:6]=[C:5]2[C:4]([F:14])([F:15])[O:3]1. Given the reactants [F:1][C:2]1([F:16])[C:10]2[C:5](=[CH:6][C:7]([NH:12][CH3:13])=[C:8]([NH2:11])[CH:9]=2)[C:4]([F:15])([F:14])[O:3]1.O[CH:18]([C:23]1[CH:28]=[CH:27][N:26]=[CH:25][CH:24]=1)S([O-])(=O)=O.[Na+].C(=O)([O-])O.[Na+], predict the reaction product.